This data is from Reaction yield outcomes from USPTO patents with 853,638 reactions. The task is: Predict the reaction yield, written as a fraction of the theoretical maximum amount of product (1.0 means a 100% yield; for example, 0.34 means a 34% yield). (1) The reactants are [O:1]=[C:2]1[NH:10]/[C:9](=[N:11]\[NH:12][C:13](=O)[CH2:14][CH2:15][CH2:16][N:17]2[CH:21]=[C:20]([C:22]3[CH:27]=[CH:26][CH:25]=[CH:24][CH:23]=3)[CH:19]=[N:18]2)/[N:8]([CH2:29][CH2:30][CH2:31][CH2:32][CH3:33])[C:7]2[N:6]=[CH:5][NH:4][C:3]1=2. The catalyst is C1(C)C=CC=CC=1. The product is [CH2:29]([N:8]1[C:7]2[N:6]=[CH:5][NH:4][C:3]=2[C:2](=[O:1])[N:10]2[C:13]([CH2:14][CH2:15][CH2:16][N:17]3[CH:21]=[C:20]([C:22]4[CH:27]=[CH:26][CH:25]=[CH:24][CH:23]=4)[CH:19]=[N:18]3)=[N:12][N:11]=[C:9]12)[CH2:30][CH2:31][CH2:32][CH3:33]. The yield is 0.660. (2) The reactants are [Br:1][C:2]1[CH:10]=[C:9]([F:11])[C:8]([F:12])=[CH:7][C:3]=1[C:4]([OH:6])=[O:5].S(=O)(=O)(O)O.[CH3:18]O. No catalyst specified. The product is [CH3:18][O:5][C:4](=[O:6])[C:3]1[CH:7]=[C:8]([F:12])[C:9]([F:11])=[CH:10][C:2]=1[Br:1]. The yield is 0.280. (3) The reactants are Cl.C[O:3][C:4](=[O:39])[C:5]1[CH:10]=[CH:9][C:8]([CH2:11][O:12][C:13]2[CH:18]=[CH:17][C:16]([CH2:19][C@H:20]([NH2:38])[C:21]3[N:22]([CH2:34][CH2:35][CH2:36][CH3:37])[CH:23]=[C:24]([C:26]4[CH:31]=[CH:30][C:29]([Cl:32])=[CH:28][C:27]=4[Cl:33])[N:25]=3)=[CH:15][CH:14]=2)=[CH:7][CH:6]=1.[C:40]([C:44]1[CH:52]=[CH:51][C:47]([C:48](O)=[O:49])=[CH:46][CH:45]=1)([CH3:43])([CH3:42])[CH3:41]. No catalyst specified. The product is [C:40]([C:44]1[CH:45]=[CH:46][C:47]([C:48]([NH:38][C@H:20]([C:21]2[N:22]([CH2:34][CH2:35][CH2:36][CH3:37])[CH:23]=[C:24]([C:26]3[CH:31]=[CH:30][C:29]([Cl:32])=[CH:28][C:27]=3[Cl:33])[N:25]=2)[CH2:19][C:16]2[CH:17]=[CH:18][C:13]([O:12][CH2:11][C:8]3[CH:7]=[CH:6][C:5]([C:4]([OH:3])=[O:39])=[CH:10][CH:9]=3)=[CH:14][CH:15]=2)=[O:49])=[CH:51][CH:52]=1)([CH3:43])([CH3:41])[CH3:42]. The yield is 0.770. (4) The reactants are [C:1]([C:5]1[CH:9]=[C:8]([NH2:10])[N:7]([C:11]2[CH:16]=[CH:15][CH:14]=[CH:13][C:12]=2[CH3:17])[N:6]=1)([CH3:4])([CH3:3])[CH3:2].Br[C:19]1[CH:28]=[C:27]([F:29])[CH:26]=[CH:25][C:20]=1[C:21]([O:23][CH3:24])=[O:22].C1C=CC(P(C2C(C3C(P(C4C=CC=CC=4)C4C=CC=CC=4)=CC=C4C=3C=CC=C4)=C3C(C=CC=C3)=CC=2)C2C=CC=CC=2)=CC=1.C([O-])([O-])=O.[Cs+].[Cs+]. The catalyst is C1C=CC(/C=C/C(/C=C/C2C=CC=CC=2)=O)=CC=1.C1C=CC(/C=C/C(/C=C/C2C=CC=CC=2)=O)=CC=1.C1C=CC(/C=C/C(/C=C/C2C=CC=CC=2)=O)=CC=1.[Pd].[Pd]. The product is [C:1]([C:5]1[CH:9]=[C:8]([NH:10][C:19]2[CH:28]=[C:27]([F:29])[CH:26]=[CH:25][C:20]=2[C:21]([O:23][CH3:24])=[O:22])[N:7]([C:11]2[CH:16]=[CH:15][CH:14]=[CH:13][C:12]=2[CH3:17])[N:6]=1)([CH3:4])([CH3:3])[CH3:2]. The yield is 0.890. (5) The reactants are [CH2:1]([O:3][C:4]([C:6]1[S:10][C:9]2[CH:11]=[CH:12][C:13]([C:15]([CH2:26][CH3:27])([C:18]3[CH:23]=[CH:22][C:21]([OH:24])=[C:20]([CH3:25])[CH:19]=3)[CH2:16][CH3:17])=[CH:14][C:8]=2[CH:7]=1)=[O:5])[CH3:2].Br[CH2:29][C:30](=[O:35])[C:31]([CH3:34])([CH3:33])[CH3:32].C([O-])([O-])=O.[K+].[K+]. The catalyst is CC(C)=O. The product is [CH2:1]([O:3][C:4]([C:6]1[S:10][C:9]2[CH:11]=[CH:12][C:13]([C:15]([C:18]3[CH:23]=[CH:22][C:21]([O:24][CH2:29][C:30](=[O:35])[C:31]([CH3:34])([CH3:33])[CH3:32])=[C:20]([CH3:25])[CH:19]=3)([CH2:26][CH3:27])[CH2:16][CH3:17])=[CH:14][C:8]=2[CH:7]=1)=[O:5])[CH3:2]. The yield is 0.950.